Dataset: Forward reaction prediction with 1.9M reactions from USPTO patents (1976-2016). Task: Predict the product of the given reaction. (1) Given the reactants Cl.CN.O[N:5]1[C:9]2C=CC=CC=2N=N1.[Br:14][C:15]1[C:23]([F:24])=[CH:22][C:18]([C:19](O)=[O:20])=[C:17]([F:25])[CH:16]=1.C(N(CC)CC)C.Cl.CN(C)CCCN=C=NCC, predict the reaction product. The product is: [Br:14][C:15]1[C:23]([F:24])=[CH:22][C:18]([C:19]([NH:5][CH3:9])=[O:20])=[C:17]([F:25])[CH:16]=1. (2) Given the reactants [CH2:1]([C:3]1[O:7][C:6]([CH:8]([C:20]2O[C:22](CC)=[CH:23][CH:24]=2)[C:9]2[CH:17]=[CH:16][C:15]([O:18][CH3:19])=[CH:14][C:10]=2[C:11]([NH2:13])=[O:12])=[CH:5][CH:4]=1)[CH3:2].C1(C)C=CC(S(O)(=O)=O)=CC=1.Cl[CH2:39][CH2:40]Cl, predict the reaction product. The product is: [CH2:1]([C:3]1[O:7][C:6]2[C:8]3[C:9]4[CH:17]=[CH:16][C:15]([O:18][CH3:19])=[CH:14][C:10]=4[C:11](=[O:12])[NH:13][C:20]=3[CH2:24][CH:23]=[C:22]([CH2:39][CH3:40])[C:5]=2[CH:4]=1)[CH3:2]. (3) Given the reactants [CH:1]([O:4][C:5]([N:7]1[CH2:12][CH2:11][CH:10]([S:13][C:14]2[C:19]([CH3:20])=[C:18](Cl)[N:17]=[CH:16][N:15]=2)[CH2:9][CH2:8]1)=[O:6])([CH3:3])[CH3:2].[F:22][C:23]1[CH:28]=[C:27]([S:29]([CH3:32])(=[O:31])=[O:30])[CH:26]=[CH:25][C:24]=1[NH2:33].CC(C)([O-])C.[Na+], predict the reaction product. The product is: [CH:1]([O:4][C:5]([N:7]1[CH2:12][CH2:11][CH:10]([S:13][C:14]2[C:19]([CH3:20])=[C:18]([NH:33][C:24]3[CH:25]=[CH:26][C:27]([S:29]([CH3:32])(=[O:31])=[O:30])=[CH:28][C:23]=3[F:22])[N:17]=[CH:16][N:15]=2)[CH2:9][CH2:8]1)=[O:6])([CH3:3])[CH3:2].